Dataset: Reaction yield outcomes from USPTO patents with 853,638 reactions. Task: Predict the reaction yield, written as a fraction of the theoretical maximum amount of product (1.0 means a 100% yield; for example, 0.34 means a 34% yield). The reactants are [Cl:1][C:2]1[CH:7]=[CH:6][N:5]=[C:4]([CH2:8][C:9]([C:11]2[CH:16]=[CH:15][C:14]([F:17])=[CH:13][CH:12]=2)=O)[CH:3]=1.Cl.[NH2:19][OH:20].[OH-].[Na+]. The catalyst is CO. The product is [Cl:1][C:2]1[CH:7]=[CH:6][N:5]=[C:4]([CH2:8][C:9]([C:11]2[CH:16]=[CH:15][C:14]([F:17])=[CH:13][CH:12]=2)=[N:19][OH:20])[CH:3]=1. The yield is 0.840.